Task: Predict the reactants needed to synthesize the given product.. Dataset: Full USPTO retrosynthesis dataset with 1.9M reactions from patents (1976-2016) (1) The reactants are: [NH2:1][C:2]1[CH:7]=[CH:6][C:5]([S:8]([N:11]([CH3:13])[CH3:12])(=[O:10])=[O:9])=[CH:4][C:3]=1[OH:14].[C:15]1(=O)[O:20][C:18](=[O:19])[C:17]2=[CH:21][CH:22]=[CH:23][CH:24]=[C:16]12. Given the product [O:19]=[C:18]1[C:17]2[C:16](=[CH:24][CH:23]=[CH:22][CH:21]=2)[C:15](=[O:20])[N:1]1[C:2]1[CH:7]=[CH:6][C:5]([S:8]([N:11]([CH3:12])[CH3:13])(=[O:10])=[O:9])=[CH:4][C:3]=1[OH:14], predict the reactants needed to synthesize it. (2) Given the product [Br:40][C:41]1[CH:46]=[C:45]([Cl:47])[CH:44]=[CH:43][C:42]=1[C:16]1[CH:15]=[CH:14][CH:13]=[C:12]2[C:17]=1[CH:18]=[CH:19][C:10]([S:7]([N:6]([CH2:5][C:4]1[CH:34]=[CH:35][C:36]([O:38][CH3:39])=[CH:37][C:3]=1[O:2][CH3:1])[C:29]1[S:33][N:32]=[CH:31][N:30]=1)(=[O:9])=[O:8])=[CH:11]2, predict the reactants needed to synthesize it. The reactants are: [CH3:1][O:2][C:3]1[CH:37]=[C:36]([O:38][CH3:39])[CH:35]=[CH:34][C:4]=1[CH2:5][N:6]([C:29]1[S:33][N:32]=[CH:31][N:30]=1)[S:7]([C:10]1[CH:19]=[CH:18][C:17]2[C:12](=[CH:13][CH:14]=[CH:15][C:16]=2B2OC(C)(C)C(C)(C)O2)[CH:11]=1)(=[O:9])=[O:8].[Br:40][C:41]1[CH:46]=[C:45]([Cl:47])[CH:44]=[CH:43][C:42]=1I.C(=O)([O-])[O-].[Na+].[Na+].O.